Task: Predict the product of the given reaction.. Dataset: Forward reaction prediction with 1.9M reactions from USPTO patents (1976-2016) (1) Given the reactants [N:1]1([C:7]2[CH:21]=[CH:20][CH:19]=[CH:18][C:8]=2[O:9][CH2:10][CH2:11][CH2:12][C:13]([O:15][CH2:16][CH3:17])=[O:14])[CH2:6][CH2:5][NH:4][CH2:3][CH2:2]1.CCN(C(C)C)C(C)C.Br[CH2:32][CH2:33][CH2:34][OH:35], predict the reaction product. The product is: [OH:35][CH2:34][CH2:33][CH2:32][N:4]1[CH2:3][CH2:2][N:1]([C:7]2[CH:21]=[CH:20][CH:19]=[CH:18][C:8]=2[O:9][CH2:10][CH2:11][CH2:12][C:13]([O:15][CH2:16][CH3:17])=[O:14])[CH2:6][CH2:5]1. (2) Given the reactants Br[C:2]1[C:11]2[C:6](=[CH:7][C:8]([Cl:12])=[CH:9][CH:10]=2)[C:5](=[O:13])[O:4][C:3]=1[CH:14]([OH:16])[CH3:15].[C:17]1(B(O)O)[CH:22]=[CH:21][CH:20]=[CH:19][CH:18]=1, predict the reaction product. The product is: [Cl:12][C:8]1[CH:7]=[C:6]2[C:11]([C:2]([C:17]3[CH:22]=[CH:21][CH:20]=[CH:19][CH:18]=3)=[C:3]([CH:14]([OH:16])[CH3:15])[O:4][C:5]2=[O:13])=[CH:10][CH:9]=1. (3) Given the reactants O[C:2]1[N:3]=[C:4]([S:13][CH3:14])[N:5]=[N:6][C:7]=1[C:8]([O:10][CH2:11][CH3:12])=[O:9].S(Cl)([Cl:17])=O, predict the reaction product. The product is: [Cl:17][C:2]1[N:3]=[C:4]([S:13][CH3:14])[N:5]=[N:6][C:7]=1[C:8]([O:10][CH2:11][CH3:12])=[O:9]. (4) The product is: [C:13]([C:17]1[CH:22]=[CH:21][CH:20]=[CH:19][C:18]=1[O:23][C:2]1[C:7]([N+:8]([O-:10])=[O:9])=[CH:6][CH:5]=[C:4]([O:11][CH3:12])[N:3]=1)([CH3:16])([CH3:14])[CH3:15]. Given the reactants Cl[C:2]1[C:7]([N+:8]([O-:10])=[O:9])=[CH:6][CH:5]=[C:4]([O:11][CH3:12])[N:3]=1.[C:13]([C:17]1[CH:22]=[CH:21][CH:20]=[CH:19][C:18]=1[OH:23])([CH3:16])([CH3:15])[CH3:14].C(=O)([O-])[O-].[Cs+].[Cs+].O, predict the reaction product. (5) Given the reactants [C:1]1([NH:7][C:8]2[CH:20]=[CH:19][C:11]([C:12]([NH:14][CH2:15][C:16]([OH:18])=O)=[O:13])=[CH:10][CH:9]=2)[CH:6]=[CH:5][CH:4]=[CH:3][CH:2]=1.CCN(C(C)C)C(C)C.C1C=CC2N(O)N=NC=2C=1.CCN=C=NCCCN(C)C.Cl.Cl.Cl.[Cl:54][C:55]1[CH:60]=[CH:59][CH:58]=[CH:57][C:56]=1[NH:61][CH:62]1[CH2:67][CH2:66][NH:65][CH2:64][CH2:63]1, predict the reaction product. The product is: [Cl:54][C:55]1[CH:60]=[CH:59][CH:58]=[CH:57][C:56]=1[NH:61][CH:62]1[CH2:67][CH2:66][N:65]([C:16](=[O:18])[CH2:15][NH:14][C:12](=[O:13])[C:11]2[CH:10]=[CH:9][C:8]([NH:7][C:1]3[CH:2]=[CH:3][CH:4]=[CH:5][CH:6]=3)=[CH:20][CH:19]=2)[CH2:64][CH2:63]1. (6) The product is: [CH3:1][C:2]1[CH:3]=[C:4]([CH:12]=[CH:13][CH:14]=1)[C:5]([NH:18][NH2:19])=[S:6]. Given the reactants [CH3:1][C:2]1[CH:3]=[C:4]([CH:12]=[CH:13][CH:14]=1)[C:5](SCC(O)=O)=[S:6].[OH-].[Na+].O.[NH2:18][NH2:19], predict the reaction product. (7) Given the reactants CCCCCCCC[CH2:9][CH2:10][CH2:11][CH2:12][O:13]S([O-])(=O)=O.[Na+], predict the reaction product. The product is: [C:12]([O:13][CH2:12][CH2:11][CH2:10][CH3:9])(=[O:13])[CH:11]=[CH2:10]. (8) Given the reactants [H-].[Na+].[CH3:3][C:4]1[CH:8]=[C:7]([CH3:9])[NH:6][N:5]=1.Cl[C:11]1[N:16]=[CH:15][CH:14]=[CH:13][N:12]=1.O, predict the reaction product. The product is: [N:12]1[CH:13]=[CH:14][CH:15]=[N:16][C:11]=1[N:5]1[C:4]([CH3:3])=[CH:8][C:7]([CH3:9])=[N:6]1.